The task is: Predict the reactants needed to synthesize the given product.. This data is from Full USPTO retrosynthesis dataset with 1.9M reactions from patents (1976-2016). Given the product [S:18]1[CH2:21][CH2:20][N:19]=[C:17]1[NH:16][CH:10]([C:11]1[O:12][CH:13]=[CH:14][CH:15]=1)[CH2:9][C:4]1[CH:3]=[C:2]([CH3:1])[CH:7]=[C:6]([CH3:8])[CH:5]=1, predict the reactants needed to synthesize it. The reactants are: [CH3:1][C:2]1[CH:3]=[C:4]([CH2:9][CH:10]([NH:16][C:17]([NH:19][CH2:20][CH2:21]O)=[S:18])[C:11]2[O:12][CH:13]=[CH:14][CH:15]=2)[CH:5]=[C:6]([CH3:8])[CH:7]=1.C(N(C(C)C)CC)(C)C.[I-].C(C[P+](C)(C)C)#N.